From a dataset of Reaction yield outcomes from USPTO patents with 853,638 reactions. Predict the reaction yield, written as a fraction of the theoretical maximum amount of product (1.0 means a 100% yield; for example, 0.34 means a 34% yield). (1) The reactants are [NH:1]1[CH2:6][CH2:5][CH:4]([OH:7])[CH2:3][CH2:2]1.Cl[C:9]1[CH:14]=[CH:13][CH:12]=[CH:11][N:10]=1.CCN(C(C)C)C(C)C. The catalyst is C(O)(C)C. The product is [N:1]1([C:9]2[CH:14]=[CH:13][CH:12]=[CH:11][N:10]=2)[CH2:6][CH2:5][CH:4]([OH:7])[CH2:3][CH2:2]1. The yield is 0.270. (2) The reactants are [C:1](Cl)(=O)[C:2]([Cl:4])=[O:3].[N+:7]([C:10]1[CH:18]=[CH:17]C(C(O)=O)=[CH:12][CH:11]=1)([O-:9])=[O:8]. The catalyst is C(Cl)(Cl)Cl.CN(C=O)C. The product is [N+:7]([C:10]1[CH:18]=[CH:17][C:1]([C:2]([Cl:4])=[O:3])=[CH:12][CH:11]=1)([O-:9])=[O:8]. The yield is 0.980. (3) The reactants are [CH2:1]([O:8][C:9]1[CH:14]=[C:13]([O:15][CH2:16][C:17]2[CH:22]=[CH:21][CH:20]=[CH:19][CH:18]=2)[C:12]([CH:23]([CH3:25])[CH3:24])=[CH:11][C:10]=1[C:26]1[O:30][N:29]=[C:28]([C:31]([NH:33][CH2:34][CH3:35])=[O:32])[C:27]=1[C:36](=[N:38][OH:39])[NH2:37])[C:2]1[CH:7]=[CH:6][CH:5]=[CH:4][CH:3]=1.[CH3:40][O:41][C:42]1[CH:50]=[CH:49][C:45]([C:46](Cl)=O)=[CH:44][CH:43]=1. No catalyst specified. The product is [CH2:1]([O:8][C:9]1[CH:14]=[C:13]([O:15][CH2:16][C:17]2[CH:22]=[CH:21][CH:20]=[CH:19][CH:18]=2)[C:12]([CH:23]([CH3:25])[CH3:24])=[CH:11][C:10]=1[C:26]1[O:30][N:29]=[C:28]([C:31]([NH:33][CH2:34][CH3:35])=[O:32])[C:27]=1[C:36]1[N:37]=[C:46]([C:45]2[CH:49]=[CH:50][C:42]([O:41][CH3:40])=[CH:43][CH:44]=2)[O:39][N:38]=1)[C:2]1[CH:7]=[CH:6][CH:5]=[CH:4][CH:3]=1. The yield is 0.470. (4) The reactants are [CH:1]1([CH:4]=O)[CH2:3][CH2:2]1.[Br:6][C:7]1[N:12]=[CH:11][C:10]([NH2:13])=[CH:9][CH:8]=1.P(O)(OC1C=CC=CC=1)(OC1C=CC=CC=1)=O.[CH:31](/[NH:34][C:35](=[O:44])[O:36][CH2:37][C:38]1[CH:43]=[CH:42][CH:41]=[CH:40][CH:39]=1)=[CH:32]\[CH3:33]. The catalyst is C(Cl)Cl. The product is [Br:6][C:7]1[N:12]=[C:11]2[C:10](=[CH:9][CH:8]=1)[NH:13][C@@H:4]([CH:1]1[CH2:2][CH2:3]1)[C@H:32]([CH3:33])[C@H:31]2[NH:34][C:35](=[O:44])[O:36][CH2:37][C:38]1[CH:39]=[CH:40][CH:41]=[CH:42][CH:43]=1. The yield is 0.270. (5) The reactants are Cl.[NH2:2][CH2:3][C:4]1[CH:12]=[CH:11][CH:10]=[C:9]2[C:5]=1[C:6](=[O:22])[N:7]([CH:14]1[CH2:19][CH2:18][C:17](=[O:20])[NH:16][C:15]1=[O:21])[C:8]2=[O:13].N12CCCN=C1CCCCC2.ON1C2C=CC=CC=2N=N1.[CH3:44][C:45]1[CH:49]=[C:48]([CH2:50][C:51](O)=[O:52])[O:47][N:46]=1.Cl.CN(C)CCCN=C=NCC. The catalyst is C(#N)C. The product is [O:21]=[C:15]1[CH:14]([N:7]2[C:6](=[O:22])[C:5]3[C:9](=[CH:10][CH:11]=[CH:12][C:4]=3[CH2:3][NH:2][C:51](=[O:52])[CH2:50][C:48]3[O:47][N:46]=[C:45]([CH3:44])[CH:49]=3)[C:8]2=[O:13])[CH2:19][CH2:18][C:17](=[O:20])[NH:16]1. The yield is 0.840. (6) The reactants are [OH-].[Na+].[NH2:3][C:4]1[CH:11]=[CH:10][CH:9]=[CH:8][C:5]=1[CH2:6][NH2:7].[F:12][C:13]([F:27])([F:26])[C:14]1[CH:15]=[C:16]([N:20]=[C:21]([S-])[S-](C)C)[CH:17]=[CH:18][CH:19]=1.CC#N. The catalyst is CS(C)=O.C(O)(C(F)(F)F)=O. The product is [N:3]1[C:4]2[C:5](=[CH:8][CH:9]=[CH:10][CH:11]=2)[CH2:6][NH:7][C:21]=1[NH:20][C:16]1[CH:17]=[CH:18][CH:19]=[C:14]([C:13]([F:12])([F:26])[F:27])[CH:15]=1. The yield is 0.230. (7) The reactants are [CH3:1][CH:2]1[CH2:7][C:6](=[O:8])[CH:5]=[C:4](B2OC(C)(C)C(C)(C)O2)[CH2:3]1.C([O-])([O-])=O.[Na+].[Na+].Cl[C:25]1[CH:30]=[CH:29][N:28]=[CH:27][C:26]=1[N+:31]([O-:33])=[O:32]. The catalyst is O1CCOCC1.C1C=CC(P(C2C=CC=CC=2)[C-]2C=CC=C2)=CC=1.C1C=CC(P(C2C=CC=CC=2)[C-]2C=CC=C2)=CC=1.Cl[Pd]Cl.[Fe+2].C(Cl)Cl. The product is [CH3:1][CH:2]1[CH2:7][C:6](=[O:8])[CH:5]=[C:4]([C:25]2[CH:30]=[CH:29][N:28]=[CH:27][C:26]=2[N+:31]([O-:33])=[O:32])[CH2:3]1. The yield is 0.480. (8) The reactants are [NH2:1][C@@H:2]([CH2:15][C:16]1[CH:21]=[CH:20][C:19]([C:22]2[N:27]=[CH:26][C:25]([C:28]3[CH:33]=[CH:32][C:31]([O:34][CH2:35][CH2:36][CH2:37][CH2:38][CH2:39][CH2:40][CH3:41])=[CH:30][CH:29]=3)=[CH:24][N:23]=2)=[CH:18][CH:17]=1)[C:3]([NH:5][C@@H:6]([C:8]([O:10][C:11]([CH3:14])([CH3:13])[CH3:12])=[O:9])[CH3:7])=[O:4].[C:42]([C:46]1[S:50][C:49]([C:51](O)=[O:52])=[CH:48][CH:47]=1)([CH3:45])([CH3:44])[CH3:43].CN(C(ON1N=NC2C=CC=NC1=2)=[N+](C)C)C.F[P-](F)(F)(F)(F)F. The catalyst is CN(C=O)C.CC(=O)OCC. The product is [C:42]([C:46]1[S:50][C:49]([C:51]([NH:1][C@@H:2]([CH2:15][C:16]2[CH:21]=[CH:20][C:19]([C:22]3[N:27]=[CH:26][C:25]([C:28]4[CH:33]=[CH:32][C:31]([O:34][CH2:35][CH2:36][CH2:37][CH2:38][CH2:39][CH2:40][CH3:41])=[CH:30][CH:29]=4)=[CH:24][N:23]=3)=[CH:18][CH:17]=2)[C:3]([NH:5][C@@H:6]([C:8]([O:10][C:11]([CH3:12])([CH3:13])[CH3:14])=[O:9])[CH3:7])=[O:4])=[O:52])=[CH:48][CH:47]=1)([CH3:45])([CH3:43])[CH3:44]. The yield is 0.690. (9) The reactants are [N+:1]([C:4]1[S:8][C:7]([C:9]2[O:10][C:11]3[CH:16]=[CH:15][N:14]=[CH:13][C:12]=3[N:17]=2)=[CH:6][CH:5]=1)([O-])=O.[NH4+].[Cl-].C(OCC)(=O)C.CCN(CC)CC. The catalyst is CO.O.[Fe]. The product is [O:10]1[C:11]2[CH:16]=[CH:15][N:14]=[CH:13][C:12]=2[N:17]=[C:9]1[C:7]1[S:8][C:4]([NH2:1])=[CH:5][CH:6]=1. The yield is 0.700.